This data is from Forward reaction prediction with 1.9M reactions from USPTO patents (1976-2016). The task is: Predict the product of the given reaction. The product is: [N+:16]([C:13]1[CH:14]=[CH:15][C:10]([N:1]2[CH2:8][CH2:7][CH2:6][C@@H:2]2[C:3]([OH:5])=[O:4])=[CH:11][CH:12]=1)([O-:18])=[O:17]. Given the reactants [NH:1]1[CH2:8][CH2:7][CH2:6][C@H:2]1[C:3]([OH:5])=[O:4].I[C:10]1[CH:15]=[CH:14][C:13]([N+:16]([O-:18])=[O:17])=[CH:12][CH:11]=1.C(N(CC)CC)C.C(=O)([O-])[O-].[K+].[K+], predict the reaction product.